This data is from Merck oncology drug combination screen with 23,052 pairs across 39 cell lines. The task is: Regression. Given two drug SMILES strings and cell line genomic features, predict the synergy score measuring deviation from expected non-interaction effect. (1) Drug 1: Nc1ccn(C2OC(CO)C(O)C2(F)F)c(=O)n1. Drug 2: Cn1cc(-c2cnn3c(N)c(Br)c(C4CCCNC4)nc23)cn1. Cell line: NCIH1650. Synergy scores: synergy=67.4. (2) Drug 1: COc1cccc2c1C(=O)c1c(O)c3c(c(O)c1C2=O)CC(O)(C(=O)CO)CC3OC1CC(N)C(O)C(C)O1. Drug 2: CC(C)CC(NC(=O)C(Cc1ccccc1)NC(=O)c1cnccn1)B(O)O. Cell line: NCIH520. Synergy scores: synergy=-34.0. (3) Drug 1: CCC1(O)CC2CN(CCc3c([nH]c4ccccc34)C(C(=O)OC)(c3cc4c(cc3OC)N(C)C3C(O)(C(=O)OC)C(OC(C)=O)C5(CC)C=CCN6CCC43C65)C2)C1. Drug 2: C#Cc1cccc(Nc2ncnc3cc(OCCOC)c(OCCOC)cc23)c1. Cell line: OVCAR3. Synergy scores: synergy=16.4. (4) Synergy scores: synergy=33.1. Cell line: NCIH23. Drug 1: N#Cc1ccc(Cn2cncc2CN2CCN(c3cccc(Cl)c3)C(=O)C2)cc1. Drug 2: COC1CC2CCC(C)C(O)(O2)C(=O)C(=O)N2CCCCC2C(=O)OC(C(C)CC2CCC(OP(C)(C)=O)C(OC)C2)CC(=O)C(C)C=C(C)C(O)C(OC)C(=O)C(C)CC(C)C=CC=CC=C1C.